From a dataset of Full USPTO retrosynthesis dataset with 1.9M reactions from patents (1976-2016). Predict the reactants needed to synthesize the given product. (1) The reactants are: [NH:1]1[C:5]2[CH:6]=[CH:7][CH:8]=[CH:9][C:4]=2[N:3]=[C:2]1[C:10]1[CH:15]=[CH:14][C:13]([CH:16]2[O:21][CH2:20][CH2:19][N:18](C(OC(C)(C)C)=O)[CH2:17]2)=[CH:12][CH:11]=1.[ClH:29]. Given the product [ClH:29].[NH:1]1[C:5]2[CH:6]=[CH:7][CH:8]=[CH:9][C:4]=2[N:3]=[C:2]1[C:10]1[CH:11]=[CH:12][C:13]([CH:16]2[O:21][CH2:20][CH2:19][NH:18][CH2:17]2)=[CH:14][CH:15]=1, predict the reactants needed to synthesize it. (2) Given the product [CH2:9]([S:8][C:6]1[C:5]([C:11]([OH:13])=[O:12])=[C:4]([CH3:14])[CH:3]=[C:2]([N:15]2[CH2:20][CH2:19][O:18][CH2:17][CH2:16]2)[N:7]=1)[CH3:10], predict the reactants needed to synthesize it. The reactants are: Cl[C:2]1[N:7]=[C:6]([S:8][CH2:9][CH3:10])[C:5]([C:11]([OH:13])=[O:12])=[C:4]([CH3:14])[CH:3]=1.[NH:15]1[CH2:20][CH2:19][O:18][CH2:17][CH2:16]1. (3) The reactants are: Cl.[OH:2][C:3]1[CH:4]=[C:5]([C:11]2[C:12]([CH3:24])([CH3:23])[C:13](=[O:22])[N:14]([CH:16]3[CH2:21][CH2:20][NH:19][CH2:18][CH2:17]3)[N:15]=2)[CH:6]=[CH:7][C:8]=1[O:9][CH3:10].[CH3:25][O:26][C:27]1[CH:35]=[CH:34][CH:33]=[C:32]([O:36][CH3:37])[C:28]=1[C:29](Cl)=[O:30]. Given the product [CH3:37][O:36][C:32]1[CH:33]=[CH:34][CH:35]=[C:27]([O:26][CH3:25])[C:28]=1[C:29]([N:19]1[CH2:20][CH2:21][CH:16]([N:14]2[C:13](=[O:22])[C:12]([CH3:24])([CH3:23])[C:11]([C:5]3[CH:6]=[CH:7][C:8]([O:9][CH3:10])=[C:3]([OH:2])[CH:4]=3)=[N:15]2)[CH2:17][CH2:18]1)=[O:30], predict the reactants needed to synthesize it. (4) Given the product [CH3:16][O:15][N:14]=[C:12]1[CH2:11][CH:10]([C:17]2[N:18]=[C:27]([C:28]3[CH:33]=[CH:32][CH:31]=[CH:30][CH:29]=3)[O:20][N:19]=2)[N:9]([C:7]([C:4]2[CH:3]=[CH:2][C:1]([C:21]3[CH:26]=[CH:25][CH:24]=[CH:23][CH:22]=3)=[CH:6][CH:5]=2)=[O:8])[CH2:13]1, predict the reactants needed to synthesize it. The reactants are: [C:1]1([C:21]2[CH:26]=[CH:25][CH:24]=[CH:23][CH:22]=2)[CH:6]=[CH:5][C:4]([C:7]([N:9]2[CH2:13][C:12](=[N:14][O:15][CH3:16])[CH2:11][C@H:10]2[C:17](=[N:19][OH:20])[NH2:18])=[O:8])=[CH:3][CH:2]=1.[C:27](O)(=O)[C:28]1[CH:33]=[CH:32][CH:31]=[CH:30][CH:29]=1. (5) Given the product [CH3:1][O:2][C:3]1[CH:4]=[C:5]2[C:10](=[CH:11][C:12]=1[O:13][CH3:14])[N:9]=[CH:8][CH:7]=[C:6]2[O:15][C:16]1[CH:22]=[CH:21][C:19]([NH:20][C:40](=[O:42])[O:56][CH:54]([C:53]2[CH:57]=[CH:58][CH:59]=[CH:60][C:52]=2[F:51])[CH3:55])=[C:18]([CH3:23])[C:17]=1[CH3:24], predict the reactants needed to synthesize it. The reactants are: [CH3:1][O:2][C:3]1[CH:4]=[C:5]2[C:10](=[CH:11][C:12]=1[O:13][CH3:14])[N:9]=[CH:8][CH:7]=[C:6]2[O:15][C:16]1[CH:22]=[CH:21][C:19]([NH2:20])=[C:18]([CH3:23])[C:17]=1[CH3:24].C1(C)C=CC=CC=1.C(N(CC)CC)C.Cl[C:40](Cl)([O:42]C(=O)OC(Cl)(Cl)Cl)Cl.[F:51][C:52]1[CH:60]=[CH:59][CH:58]=[CH:57][C:53]=1[CH:54]([OH:56])[CH3:55].